This data is from Merck oncology drug combination screen with 23,052 pairs across 39 cell lines. The task is: Regression. Given two drug SMILES strings and cell line genomic features, predict the synergy score measuring deviation from expected non-interaction effect. (1) Drug 1: O=P1(N(CCCl)CCCl)NCCCO1. Drug 2: O=C(NOCC(O)CO)c1ccc(F)c(F)c1Nc1ccc(I)cc1F. Cell line: RPMI7951. Synergy scores: synergy=-6.57. (2) Drug 1: O=P1(N(CCCl)CCCl)NCCCO1. Drug 2: CCN(CC)CCNC(=O)c1c(C)[nH]c(C=C2C(=O)Nc3ccc(F)cc32)c1C. Cell line: HT144. Synergy scores: synergy=-0.235. (3) Drug 1: O=C(CCCCCCC(=O)Nc1ccccc1)NO. Drug 2: CC1(c2nc3c(C(N)=O)cccc3[nH]2)CCCN1. Cell line: VCAP. Synergy scores: synergy=27.3. (4) Drug 1: O=C(CCCCCCC(=O)Nc1ccccc1)NO. Drug 2: CCN(CC)CCNC(=O)c1c(C)[nH]c(C=C2C(=O)Nc3ccc(F)cc32)c1C. Cell line: NCIH460. Synergy scores: synergy=-1.20.